Dataset: Full USPTO retrosynthesis dataset with 1.9M reactions from patents (1976-2016). Task: Predict the reactants needed to synthesize the given product. (1) Given the product [OH:21][CH2:20][CH2:19][CH2:18][N:14]1[C:15](=[O:17])[C:16]2[C:7]([CH2:2][CH2:3][CH:4]([CH3:6])[CH3:5])=[C:8]([O:30][C:31]3[CH:32]=[N:33][CH:34]=[C:35]([CH3:37])[CH:36]=3)[CH:9]=[N:10][C:11]=2[N:12]([CH3:29])[C:13]1=[O:28], predict the reactants needed to synthesize it. The reactants are: O[CH:2]([C:7]1[C:16]2[C:15](=[O:17])[N:14]([CH2:18][CH2:19][CH2:20][O:21]C3CCCCO3)[C:13](=[O:28])[N:12]([CH3:29])[C:11]=2[N:10]=[CH:9][C:8]=1[O:30][C:31]1[CH:32]=[N:33][CH:34]=[C:35]([CH3:37])[CH:36]=1)[CH2:3][CH:4]([CH3:6])[CH3:5].O[Li].O. (2) Given the product [O:1]1[C:5]([C:6]2[CH:7]=[CH:8][C:9]([NH:12][N:13]=[C:14]([C:22]3[CH:27]=[CH:26][N:25]=[CH:24][CH:23]=3)[C:15]3[CH:16]=[CH:17][CH:18]=[CH:19][CH:20]=3)=[CH:10][CH:11]=2)=[CH:4][N:3]=[CH:2]1, predict the reactants needed to synthesize it. The reactants are: [O:1]1[C:5]([C:6]2[CH:11]=[CH:10][C:9]([NH:12][NH2:13])=[CH:8][CH:7]=2)=[CH:4][N:3]=[CH:2]1.[C:14]([C:22]1[CH:27]=[CH:26][N:25]=[CH:24][CH:23]=1)(=O)[C:15]1[CH:20]=[CH:19][CH:18]=[CH:17][CH:16]=1. (3) The reactants are: [CH2:1]([S:3][C:4]1[N:5]([C:17]2[CH:22]=[CH:21][C:20]([O:23][CH2:24][C:25]([F:28])([F:27])[F:26])=[CH:19][CH:18]=2)[C:6](=[O:16])[C:7]2[CH:13]=[CH:12][C:11]([CH2:14][OH:15])=[N:10][C:8]=2[N:9]=1)[CH3:2].C(N(CC)CC)C.O. Given the product [CH2:1]([S:3][C:4]1[N:5]([C:17]2[CH:22]=[CH:21][C:20]([O:23][CH2:24][C:25]([F:27])([F:28])[F:26])=[CH:19][CH:18]=2)[C:6](=[O:16])[C:7]2[CH:13]=[CH:12][C:11]([CH:14]=[O:15])=[N:10][C:8]=2[N:9]=1)[CH3:2], predict the reactants needed to synthesize it.